From a dataset of Reaction yield outcomes from USPTO patents with 853,638 reactions. Predict the reaction yield, written as a fraction of the theoretical maximum amount of product (1.0 means a 100% yield; for example, 0.34 means a 34% yield). (1) The reactants are [CH3:1][O:2][CH:3]([O:16][CH3:17])[CH2:4][NH:5][C:6](=[O:15])[O:7][CH2:8][C:9]1[CH:14]=[CH:13][CH:12]=[CH:11][CH:10]=1.[OH-].[K+].[CH2:20](Br)[CH:21]=[CH2:22]. The catalyst is C1(C)C=CC=CC=1.[Cl-].C([N+](CC)(CC)CC)C1C=CC=CC=1. The product is [CH2:22]([N:5]([CH2:4][CH:3]([O:2][CH3:1])[O:16][CH3:17])[C:6](=[O:15])[O:7][CH2:8][C:9]1[CH:14]=[CH:13][CH:12]=[CH:11][CH:10]=1)[CH:21]=[CH2:20]. The yield is 0.750. (2) The reactants are Cl[C:2]1[C:7]([Cl:8])=[CH:6][C:5]([C:9]([F:12])([F:11])[F:10])=[CH:4][N:3]=1.[NH:13]1[CH2:18][CH2:17][CH:16]([NH:19][C:20](=[O:26])[O:21][C:22]([CH3:25])([CH3:24])[CH3:23])[CH2:15][CH2:14]1.C(=O)([O-])N.[K+]. The product is [C:22]([O:21][C:20](=[O:26])[NH:19][CH:16]1[CH2:17][CH2:18][N:13]([C:2]2[C:7]([Cl:8])=[CH:6][C:5]([C:9]([F:12])([F:11])[F:10])=[CH:4][N:3]=2)[CH2:14][CH2:15]1)([CH3:25])([CH3:23])[CH3:24]. The yield is 0.700. The catalyst is CN(C=O)C. (3) The reactants are Cl[C:2]1[N:11]=[C:10]([N:12]2[CH2:17][CH2:16][O:15][CH2:14][CH2:13]2)[C:9]2[C:4](=[CH:5][C:6]([C:18]3[O:19][C:20]([CH3:23])=[CH:21][CH:22]=3)=[CH:7][CH:8]=2)[N:3]=1.CC1(C)C(C)(C)OB([C:32]2[CH:37]=[CH:36][C:35]([NH:38][C:39](=[O:51])[NH:40][C:41]3[CH:46]=[CH:45][C:44]([NH:47][C:48](=[O:50])[CH3:49])=[CH:43][CH:42]=3)=[CH:34][CH:33]=2)O1.C(=O)([O-])[O-].[Cs+].[Cs+].C1(C)C=CC=CC=1. The catalyst is O.CCO. The product is [CH3:23][C:20]1[O:19][C:18]([C:6]2[CH:5]=[C:4]3[C:9]([C:10]([N:12]4[CH2:17][CH2:16][O:15][CH2:14][CH2:13]4)=[N:11][C:2]([C:32]4[CH:33]=[CH:34][C:35]([NH:38][C:39](=[O:51])[NH:40][C:41]5[CH:42]=[CH:43][C:44]([NH:47][C:48](=[O:50])[CH3:49])=[CH:45][CH:46]=5)=[CH:36][CH:37]=4)=[N:3]3)=[CH:8][CH:7]=2)=[CH:22][CH:21]=1. The yield is 0.100. (4) The product is [CH3:25][N:22]1[C:23]2[C:19](=[CH:18][CH:17]=[C:16]([N:11]3[CH:12]=[CH:13][C:8]([C:5]4[CH:4]=[CH:3][C:2]([CH3:1])=[CH:7][N:6]=4)=[CH:9][C:10]3=[O:14])[CH:24]=2)[C:20]2[CH2:29][CH2:28][N:27]([C:30]([O:32][C:33]([CH3:36])([CH3:35])[CH3:34])=[O:31])[CH2:26][C:21]1=2. No catalyst specified. The reactants are [CH3:1][C:2]1[CH:3]=[CH:4][C:5]([C:8]2[CH:13]=[CH:12][NH:11][C:10](=[O:14])[CH:9]=2)=[N:6][CH:7]=1.Br[C:16]1[CH:24]=[C:23]2[C:19]([C:20]3[CH2:29][CH2:28][N:27]([C:30]([O:32][C:33]([CH3:36])([CH3:35])[CH3:34])=[O:31])[CH2:26][C:21]=3[N:22]2[CH3:25])=[CH:18][CH:17]=1. The yield is 0.360. (5) The reactants are C([NH:4][C:5]1[N:6]=[C:7]([N:16]2[CH2:21][CH2:20][O:19][CH2:18][CH2:17]2)[C:8]2[N:14]=[C:13]([Cl:15])[CH:12]=[CH:11][C:9]=2[N:10]=1)(=O)C.C([O-])([O-])=O.[K+].[K+]. The catalyst is CO.O. The product is [NH2:4][C:5]1[N:6]=[C:7]([N:16]2[CH2:17][CH2:18][O:19][CH2:20][CH2:21]2)[C:8]2[N:14]=[C:13]([Cl:15])[CH:12]=[CH:11][C:9]=2[N:10]=1. The yield is 0.980. (6) The reactants are [CH:1]1[C:10]2[C:11]3[CH2:16][N:15]=[CH:14][CH2:13][C:12]=3[N:8]3[C:9]=2[C:4]([CH2:5][CH2:6][CH2:7]3)=[CH:3][CH:2]=1.Cl[CH2:18][CH2:19][CH2:20][C:21]([C:23]1[CH:28]=[CH:27][C:26]([F:29])=[CH:25][CH:24]=1)=[O:22].C([O-])([O-])=O.[K+].[K+]. No catalyst specified. The product is [F:29][C:26]1[CH:25]=[CH:24][C:23]([C:21](=[O:22])[CH2:20][CH2:19][CH2:18][N:15]2[CH2:14][CH2:13][C:12]3[N:8]4[C:9]5[C:4](=[CH:3][CH:2]=[CH:1][C:10]=5[C:11]=3[CH2:16]2)[CH2:5][CH2:6][CH2:7]4)=[CH:28][CH:27]=1. The yield is 0.280.